This data is from Full USPTO retrosynthesis dataset with 1.9M reactions from patents (1976-2016). The task is: Predict the reactants needed to synthesize the given product. Given the product [F:1][C:2]([F:21])([F:22])[C:3]1[CH:20]=[CH:19][C:6]([CH2:7][O:8][N:9]=[C:10]([C:12]2[CH:17]=[CH:16][C:15]([O:18][CH2:30][C:31]#[N:32])=[CH:14][CH:13]=2)[CH3:11])=[CH:5][CH:4]=1, predict the reactants needed to synthesize it. The reactants are: [F:1][C:2]([F:22])([F:21])[C:3]1[CH:20]=[CH:19][C:6]([CH2:7][O:8][N:9]=[C:10]([C:12]2[CH:17]=[CH:16][C:15]([OH:18])=[CH:14][CH:13]=2)[CH3:11])=[CH:5][CH:4]=1.C(=O)([O-])[O-].[Cs+].[Cs+].Br[CH2:30][C:31]#[N:32].O.